From a dataset of Catalyst prediction with 721,799 reactions and 888 catalyst types from USPTO. Predict which catalyst facilitates the given reaction. (1) Reactant: C(O)(C(F)(F)F)=O.CC([CH:12]1[CH2:17][N:16]([CH:18]([C:37]2[CH:42]=[CH:41][CH:40]=[CH:39][N:38]=2)[C:19]([NH:21][NH:22][C:23]2[CH:28]=[C:27]([C:29]([F:32])([F:31])[F:30])[CH:26]=[C:25]([C:33]([F:36])([F:35])[F:34])[CH:24]=2)=[O:20])[CH2:15][CH2:14][N:13]1C([O-])=O)(C)C. Product: [F:36][C:33]([F:34])([F:35])[C:25]1[CH:24]=[C:23]([NH:22][NH:21][C:19](=[O:20])[CH:18]([N:16]2[CH2:17][CH2:12][NH:13][CH2:14][CH2:15]2)[C:37]2[CH:42]=[CH:41][CH:40]=[CH:39][N:38]=2)[CH:28]=[C:27]([C:29]([F:30])([F:31])[F:32])[CH:26]=1. The catalyst class is: 2. (2) Reactant: [CH:1]1([NH2:4])[CH2:3][CH2:2]1.CN(C)C=O.C1([O:16][C:17](=O)[NH:18][C:19]2[CH:24]=[CH:23][C:22]([O:25][C:26]3[C:35]4[C:30](=[CH:31][C:32]([O:38][CH2:39][C:40]5[CH:45]=[CH:44][CH:43]=[CH:42][CH:41]=5)=[C:33]([C:36]#[N:37])[CH:34]=4)[N:29]=[CH:28][CH:27]=3)=[C:21]([CH3:46])[C:20]=2[CH3:47])C=CC=CC=1.O. Product: [CH2:39]([O:38][C:32]1[CH:31]=[C:30]2[C:35]([C:26]([O:25][C:22]3[CH:23]=[CH:24][C:19]([NH:18][C:17]([NH:4][CH:1]4[CH2:3][CH2:2]4)=[O:16])=[C:20]([CH3:47])[C:21]=3[CH3:46])=[CH:27][CH:28]=[N:29]2)=[CH:34][C:33]=1[C:36]#[N:37])[C:40]1[CH:45]=[CH:44][CH:43]=[CH:42][CH:41]=1. The catalyst class is: 13. (3) Reactant: [CH3:1][NH:2][N:3]=[CH:4][C:5](=[O:7])[CH3:6].[C:8]([C:12]1[CH:17]=[CH:16][C:15]([C:18](=O)[CH:19]=[O:20])=[CH:14][CH:13]=1)([CH3:11])([CH3:10])[CH3:9].FC1C=C(C(NN)=O)C=CC=1C(OC)=O.[Cl-].[Na+]. The catalyst class is: 86. Product: [C:8]([C:12]1[CH:17]=[CH:16][C:15]([C:18]2[N:2]([CH3:1])[N:3]=[C:4]([C:5](=[O:7])[CH3:6])[C:19]=2[OH:20])=[CH:14][CH:13]=1)([CH3:11])([CH3:10])[CH3:9]. (4) Reactant: Cl.[F:2][C:3]([F:17])([F:16])[C:4]1[CH:9]=[CH:8][CH:7]=[CH:6][C:5]=1[CH:10]1[CH2:15][CH2:14][NH:13][CH2:12][CH2:11]1.CCN(C(C)C)C(C)C.[NH:27]([C:40]([O:42][C:43]([CH3:46])([CH3:45])[CH3:44])=[O:41])[C@@H:28]([C:37](O)=[O:38])[CH2:29][C:30]1[CH:35]=[CH:34][C:33]([Cl:36])=[CH:32][CH:31]=1.C1C=NC2N(O)N=NC=2C=1.C(Cl)CCl. Product: [Cl:36][C:33]1[CH:34]=[CH:35][C:30]([CH2:29][C@@H:28]([NH:27][C:40]([O:42][C:43]([CH3:46])([CH3:45])[CH3:44])=[O:41])[C:37](=[O:38])[N:13]2[CH2:12][CH2:11][CH:10]([C:5]3[CH:6]=[CH:7][CH:8]=[CH:9][C:4]=3[C:3]([F:2])([F:16])[F:17])[CH2:15][CH2:14]2)=[CH:31][CH:32]=1. The catalyst class is: 3. (5) Reactant: [F:1][C:2]([F:14])([F:13])[C:3]1[CH:4]=[C:5]([CH2:9][C:10](Cl)=[O:11])[CH:6]=[CH:7][CH:8]=1.[NH2:15][C:16]1[CH:25]=[CH:24][C:23]([Br:26])=[CH:22][C:17]=1[C:18]([O:20][CH3:21])=[O:19].C(N(CC)CC)C. Product: [Br:26][C:23]1[CH:24]=[CH:25][C:16]([NH:15][C:10](=[O:11])[CH2:9][C:5]2[CH:6]=[CH:7][CH:8]=[C:3]([C:2]([F:14])([F:13])[F:1])[CH:4]=2)=[C:17]([CH:22]=1)[C:18]([O:20][CH3:21])=[O:19]. The catalyst class is: 2. (6) Reactant: [CH2:1]([N:8]1[CH2:13][CH2:12][NH:11][CH2:10][CH2:9]1)[C:2]1[CH:7]=[CH:6][CH:5]=[CH:4][CH:3]=1.[C:14]([N:21]1[CH2:24][C:23](=O)[CH2:22]1)([O:16][C:17]([CH3:20])([CH3:19])[CH3:18])=[O:15].C(O)(=O)C. Product: [CH2:1]([N:8]1[CH2:13][CH2:12][N:11]([CH:23]2[CH2:22][N:21]([C:14]([O:16][C:17]([CH3:20])([CH3:19])[CH3:18])=[O:15])[CH2:24]2)[CH2:10][CH2:9]1)[C:2]1[CH:3]=[CH:4][CH:5]=[CH:6][CH:7]=1. The catalyst class is: 19. (7) Reactant: [OH:1][C:2]1([C:5]([N:7]2[CH2:12][CH2:11][N:10]([C:13]([C:15]3[CH:20]=[CH:19][C:18]([C:21]4[CH:26]=[CH:25][CH:24]=[C:23]([C:27]5[CH:31]=[C:30]([NH:32]C(=O)OC(C)(C)C)[O:29][N:28]=5)[CH:22]=4)=[CH:17][CH:16]=3)=[O:14])[CH2:9][CH2:8]2)=[O:6])[CH2:4][CH2:3]1.Cl. Product: [NH2:32][C:30]1[O:29][N:28]=[C:27]([C:23]2[CH:22]=[C:21]([C:18]3[CH:17]=[CH:16][C:15]([C:13]([N:10]4[CH2:11][CH2:12][N:7]([C:5]([C:2]5([OH:1])[CH2:3][CH2:4]5)=[O:6])[CH2:8][CH2:9]4)=[O:14])=[CH:20][CH:19]=3)[CH:26]=[CH:25][CH:24]=2)[CH:31]=1. The catalyst class is: 4.